From a dataset of hERG Central: cardiac toxicity at 1µM, 10µM, and general inhibition. Predict hERG channel inhibition at various concentrations. (1) The molecule is COC(=O)c1sccc1-n1cccc1C(=O)C(=O)N1CCOCC1. Results: hERG_inhib (hERG inhibition (general)): blocker. (2) The molecule is OC1(c2ccc(Cl)cc2)CCN(Cc2cn[nH]c2-c2ccccc2)CC1. Results: hERG_inhib (hERG inhibition (general)): blocker. (3) The compound is COc1cc(Cl)c(C)cc1NC(=O)CCCn1c(=O)oc2ccccc21. Results: hERG_inhib (hERG inhibition (general)): blocker. (4) The drug is O=C(c1ccc(Br)cc1)N1CCC2(CC1)NCCc1[nH]cnc12. Results: hERG_inhib (hERG inhibition (general)): blocker. (5) The compound is CC(C)(CC(=O)N1CCN(c2ccc(Cl)cc2)CC1)CC1=NS(=O)(=O)c2ccccc2N1. Results: hERG_inhib (hERG inhibition (general)): blocker. (6) The molecule is O=C(c1ccc(Cl)c(S(=O)(=O)N2CCOCC2)c1)N(Cc1nnc(-c2ccccc2Cl)o1)C1CC1. Results: hERG_inhib (hERG inhibition (general)): blocker. (7) The molecule is CC(C)N(CCCNC(=O)c1ccc(CS(=O)(=O)c2c(Cl)cccc2Cl)o1)Cc1ccccc1. Results: hERG_inhib (hERG inhibition (general)): blocker.